Predict which catalyst facilitates the given reaction. From a dataset of Catalyst prediction with 721,799 reactions and 888 catalyst types from USPTO. (1) The catalyst class is: 9. Product: [CH2:34]([O:33][C:31]([N:28]1[CH2:29][CH2:30][CH:25]([CH2:24][N:8]2[C:9]3[C:5](=[CH:4][CH:3]=[C:2]([F:1])[CH:10]=3)[CH:6]=[CH:7]2)[CH2:26][CH2:27]1)=[O:32])[C:35]1[CH:36]=[CH:37][CH:38]=[CH:39][CH:40]=1. Reactant: [F:1][C:2]1[CH:10]=[C:9]2[C:5]([CH:6]=[CH:7][NH:8]2)=[CH:4][CH:3]=1.[H-].[Na+].S(O[CH2:24][CH:25]1[CH2:30][CH2:29][N:28]([C:31]([O:33][CH2:34][C:35]2[CH:40]=[CH:39][CH:38]=[CH:37][CH:36]=2)=[O:32])[CH2:27][CH2:26]1)(C1C=CC(C)=CC=1)(=O)=O. (2) Reactant: O.[NH2:2][C:3]1[CH:8]=[CH:7][CH:6]=[C:5]([O:9][CH2:10][CH2:11][C:12]2[CH:17]=[CH:16][C:15]([C:18]#[N:19])=[CH:14][CH:13]=2)[CH:4]=1.Cl.[C:21]1([S:27](Cl)(=[O:29])=[O:28])[CH:26]=[CH:25][CH:24]=[CH:23][CH:22]=1. Product: [C:18]([C:15]1[CH:14]=[CH:13][C:12]([CH2:11][CH2:10][O:9][C:5]2[CH:4]=[C:3]([NH:2][S:27]([C:21]3[CH:26]=[CH:25][CH:24]=[CH:23][CH:22]=3)(=[O:29])=[O:28])[CH:8]=[CH:7][CH:6]=2)=[CH:17][CH:16]=1)#[N:19]. The catalyst class is: 17. (3) Reactant: [O:1]1[C:5]2([CH2:10][CH2:9][CH:8]([CH:11]3[CH2:16][CH2:15][C:14]([C:18]4[CH:23]=[CH:22][C:21]([CH2:24][CH2:25][CH3:26])=[CH:20][CH:19]=4)(O)[CH2:13][CH2:12]3)[CH2:7][CH2:6]2)[O:4][CH2:3][CH2:2]1.O.O.C1(C)C=CC(S(O)(=O)=O)=CC=1.C(O)CO. Product: [CH2:24]([C:21]1[CH:20]=[CH:19][C:18]([C:14]2[CH2:15][CH2:16][CH:11]([CH:8]3[CH2:7][CH2:6][C:5]4([O:1][CH2:2][CH2:3][O:4]4)[CH2:10][CH2:9]3)[CH2:12][CH:13]=2)=[CH:23][CH:22]=1)[CH2:25][CH3:26]. The catalyst class is: 11. (4) Reactant: O=[C:2]1[CH2:7][CH2:6][N:5]([C:8]([O:10][C:11]([CH3:14])([CH3:13])[CH3:12])=[O:9])[CH2:4][CH2:3]1.[CH2:15]([NH2:17])[CH3:16]. Product: [CH2:15]([NH:17][CH:2]1[CH2:7][CH2:6][N:5]([C:8]([O:10][C:11]([CH3:14])([CH3:13])[CH3:12])=[O:9])[CH2:4][CH2:3]1)[CH3:16]. The catalyst class is: 63. (5) Product: [CH2:35]([O:34][C:32]([C:27]1([NH:26][C:25]([CH:9]2[NH:8][CH2:12][CH:11]([O:13][C:14](=[O:24])[C:15]3[CH:16]=[CH:17][C:18]([N+:21]([O-:23])=[O:22])=[CH:19][CH:20]=3)[CH2:10]2)=[O:37])[CH2:29][CH:28]1[CH:30]=[CH2:31])=[O:33])[CH3:36]. Reactant: C(OC([N:8]1[CH2:12][CH:11]([O:13][C:14](=[O:24])[C:15]2[CH:20]=[CH:19][C:18]([N+:21]([O-:23])=[O:22])=[CH:17][CH:16]=2)[CH2:10][CH:9]1[C:25](=[O:37])[NH:26][C:27]1([C:32]([O:34][CH2:35][CH3:36])=[O:33])[CH2:29][CH:28]1[CH:30]=[CH2:31])=O)(C)(C)C. The catalyst class is: 137. (6) Reactant: [Br-].[O:2]1[C:6]2[CH:7]=[CH:8][C:9]([CH2:11][P+](C3C=CC=CC=3)(C3C=CC=CC=3)C3C=CC=CC=3)=[CH:10][C:5]=2[O:4][CH2:3]1.[Li]CCCC.[CH:36]([C:39]1[CH:40]=[C:41]([CH:45]([CH3:49])[CH2:46][CH:47]=O)[CH:42]=[CH:43][CH:44]=1)([CH3:38])[CH3:37].O. Product: [CH:36]([C:39]1[CH:40]=[C:41]([CH:45]([CH3:49])[CH2:46][CH:47]=[CH:11][C:9]2[CH:8]=[CH:7][C:6]3[O:2][CH2:3][O:4][C:5]=3[CH:10]=2)[CH:42]=[CH:43][CH:44]=1)([CH3:38])[CH3:37]. The catalyst class is: 1. (7) Reactant: [CH3:1][C:2]([C:6]1[CH:11]=[CH:10][CH:9]=[CH:8][CH:7]=1)([CH3:5])[C:3]#N.[H-].C([Al+]CC(C)C)C(C)C.[OH2:22].Cl. Product: [CH3:1][C:2]([C:6]1[CH:11]=[CH:10][CH:9]=[CH:8][CH:7]=1)([CH3:5])[CH:3]=[O:22]. The catalyst class is: 81. (8) Reactant: [C:1]([C:3]1[C:4](Cl)=[N:5][CH:6]=[CH:7][N:8]=1)#[N:2].[NH:10]1[CH2:15][CH2:14][O:13][CH2:12][CH2:11]1. Product: [N:10]1([C:4]2[C:3]([C:1]#[N:2])=[N:8][CH:7]=[CH:6][N:5]=2)[CH2:15][CH2:14][O:13][CH2:12][CH2:11]1. The catalyst class is: 5.